Dataset: NCI-60 drug combinations with 297,098 pairs across 59 cell lines. Task: Regression. Given two drug SMILES strings and cell line genomic features, predict the synergy score measuring deviation from expected non-interaction effect. (1) Drug 1: CNC(=O)C1=CC=CC=C1SC2=CC3=C(C=C2)C(=NN3)C=CC4=CC=CC=N4. Drug 2: CC(C1=C(C=CC(=C1Cl)F)Cl)OC2=C(N=CC(=C2)C3=CN(N=C3)C4CCNCC4)N. Cell line: SR. Synergy scores: CSS=83.0, Synergy_ZIP=4.88, Synergy_Bliss=3.25, Synergy_Loewe=-1.87, Synergy_HSA=3.65. (2) Drug 1: C1C(C(OC1N2C=NC3=C(N=C(N=C32)Cl)N)CO)O. Drug 2: C1=CN(C=N1)CC(O)(P(=O)(O)O)P(=O)(O)O. Cell line: SR. Synergy scores: CSS=71.6, Synergy_ZIP=-3.48, Synergy_Bliss=-3.19, Synergy_Loewe=-24.7, Synergy_HSA=-1.69. (3) Drug 1: CCN(CC)CCNC(=O)C1=C(NC(=C1C)C=C2C3=C(C=CC(=C3)F)NC2=O)C. Drug 2: C1CN(CCN1C(=O)CCBr)C(=O)CCBr. Cell line: CCRF-CEM. Synergy scores: CSS=40.0, Synergy_ZIP=-1.43, Synergy_Bliss=-0.825, Synergy_Loewe=1.72, Synergy_HSA=2.30. (4) Drug 1: C1=NC2=C(N=C(N=C2N1C3C(C(C(O3)CO)O)F)Cl)N. Drug 2: CC(C)(C#N)C1=CC(=CC(=C1)CN2C=NC=N2)C(C)(C)C#N. Cell line: SNB-75. Synergy scores: CSS=1.65, Synergy_ZIP=-0.466, Synergy_Bliss=0.454, Synergy_Loewe=-0.0733, Synergy_HSA=0.130. (5) Drug 1: CN(C)N=NC1=C(NC=N1)C(=O)N. Drug 2: CC1C(C(CC(O1)OC2CC(CC3=C2C(=C4C(=C3O)C(=O)C5=C(C4=O)C(=CC=C5)OC)O)(C(=O)CO)O)N)O.Cl. Cell line: UACC-257. Synergy scores: CSS=49.1, Synergy_ZIP=0.0834, Synergy_Bliss=2.68, Synergy_Loewe=-14.9, Synergy_HSA=3.08. (6) Drug 1: CC(C1=C(C=CC(=C1Cl)F)Cl)OC2=C(N=CC(=C2)C3=CN(N=C3)C4CCNCC4)N. Drug 2: CC1OCC2C(O1)C(C(C(O2)OC3C4COC(=O)C4C(C5=CC6=C(C=C35)OCO6)C7=CC(=C(C(=C7)OC)O)OC)O)O. Cell line: SF-268. Synergy scores: CSS=23.7, Synergy_ZIP=2.10, Synergy_Bliss=6.16, Synergy_Loewe=-0.187, Synergy_HSA=4.34. (7) Drug 1: CCC(=C(C1=CC=CC=C1)C2=CC=C(C=C2)OCCN(C)C)C3=CC=CC=C3.C(C(=O)O)C(CC(=O)O)(C(=O)O)O. Drug 2: C1=NC2=C(N1)C(=S)N=CN2. Cell line: RXF 393. Synergy scores: CSS=34.8, Synergy_ZIP=0.300, Synergy_Bliss=0.390, Synergy_Loewe=-20.6, Synergy_HSA=0.794. (8) Drug 1: C1CCN(CC1)CCOC2=CC=C(C=C2)C(=O)C3=C(SC4=C3C=CC(=C4)O)C5=CC=C(C=C5)O. Drug 2: CN(C(=O)NC(C=O)C(C(C(CO)O)O)O)N=O. Cell line: MDA-MB-231. Synergy scores: CSS=10.1, Synergy_ZIP=0.223, Synergy_Bliss=1.96, Synergy_Loewe=0.860, Synergy_HSA=-0.0135. (9) Drug 1: C1CCC(C1)C(CC#N)N2C=C(C=N2)C3=C4C=CNC4=NC=N3. Drug 2: CC1CCC2CC(C(=CC=CC=CC(CC(C(=O)C(C(C(=CC(C(=O)CC(OC(=O)C3CCCCN3C(=O)C(=O)C1(O2)O)C(C)CC4CCC(C(C4)OC)O)C)C)O)OC)C)C)C)OC. Cell line: HCT-15. Synergy scores: CSS=47.3, Synergy_ZIP=13.0, Synergy_Bliss=13.3, Synergy_Loewe=-12.6, Synergy_HSA=12.5. (10) Drug 1: C1=CC(=CC=C1CC(C(=O)O)N)N(CCCl)CCCl.Cl. Drug 2: C1=CN(C=N1)CC(O)(P(=O)(O)O)P(=O)(O)O. Cell line: SN12C. Synergy scores: CSS=7.27, Synergy_ZIP=-4.83, Synergy_Bliss=-4.82, Synergy_Loewe=-14.0, Synergy_HSA=-6.05.